From a dataset of Forward reaction prediction with 1.9M reactions from USPTO patents (1976-2016). Predict the product of the given reaction. Given the reactants Cl.CN(C)CCCN=C=NCC.O.ON1C2C=CC=CC=2N=N1.[CH3:24][O:25][C:26]1[CH:27]=[C:28]([N:34]2[CH2:39][CH2:38][NH:37][CH2:36][CH2:35]2)[CH:29]=[C:30]([O:32][CH3:33])[CH:31]=1.[CH3:40][C:41]1[NH:42][C:43]([C:49]2[CH:54]=[CH:53][CH:52]=[CH:51][CH:50]=2)=[C:44]([C:46](O)=[O:47])[N:45]=1, predict the reaction product. The product is: [CH3:24][O:25][C:26]1[CH:27]=[C:28]([N:34]2[CH2:35][CH2:36][N:37]([C:46]([C:44]3[NH:45][C:41]([CH3:40])=[N:42][C:43]=3[C:49]3[CH:50]=[CH:51][CH:52]=[CH:53][CH:54]=3)=[O:47])[CH2:38][CH2:39]2)[CH:29]=[C:30]([O:32][CH3:33])[CH:31]=1.